Dataset: Catalyst prediction with 721,799 reactions and 888 catalyst types from USPTO. Task: Predict which catalyst facilitates the given reaction. (1) Reactant: [H-].[Al+3].[Li+].[H-].[H-].[H-].[CH2:7]([O:9][CH:10]([CH2:16][C:17]1[CH:22]=[CH:21][C:20]([CH3:23])=[CH:19][CH:18]=1)[C:11](OCC)=[O:12])[CH3:8]. Product: [CH2:7]([O:9][CH:10]([CH2:16][C:17]1[CH:22]=[CH:21][C:20]([CH3:23])=[CH:19][CH:18]=1)[CH2:11][OH:12])[CH3:8]. The catalyst class is: 1. (2) Reactant: [I:1][C:2]1[C:10]2[CH:9]=[C:8]([CH2:11][CH2:12][CH2:13][CH2:14][N:15]3[CH:19]=[C:18]([C:20]([OH:22])=O)[N:17]=[N:16]3)[N:7]=[N:6][C:5]=2[NH:4][CH:3]=1.CN(C(ON1N=NC2C=CC=NC1=2)=[N+](C)C)C.F[P-](F)(F)(F)(F)F.[CH2:47]([NH2:54])[C:48]1[CH:53]=[CH:52][CH:51]=[CH:50][CH:49]=1.CCN(C(C)C)C(C)C. Product: [CH2:47]([NH:54][C:20]([C:18]1[N:17]=[N:16][N:15]([CH2:14][CH2:13][CH2:12][CH2:11][C:8]2[N:7]=[N:6][C:5]3[NH:4][CH:3]=[C:2]([I:1])[C:10]=3[CH:9]=2)[CH:19]=1)=[O:22])[C:48]1[CH:53]=[CH:52][CH:51]=[CH:50][CH:49]=1. The catalyst class is: 3. (3) Reactant: C(=O)([O-])[O-].[K+].[K+].[NH2:7][C:8]1[C:23]([Cl:24])=[CH:22][C:21]([Cl:25])=[CH:20][C:9]=1[C:10]([N:12]=[S:13]([CH:17]([CH3:19])[CH3:18])[CH:14]([CH3:16])[CH3:15])=[O:11].[Cl:26][C:27]1[C:28]([N:33]2[C:37]([C:38](Cl)=[O:39])=[CH:36][C:35]([C:41]([F:44])([F:43])[F:42])=[N:34]2)=[N:29][CH:30]=[CH:31][CH:32]=1.O. Product: [Cl:26][C:27]1[C:28]([N:33]2[C:37]([C:38]([NH:7][C:8]3[C:9]([C:10](=[O:11])[N:12]=[S:13]([CH:17]([CH3:19])[CH3:18])[CH:14]([CH3:15])[CH3:16])=[CH:20][C:21]([Cl:25])=[CH:22][C:23]=3[Cl:24])=[O:39])=[CH:36][C:35]([C:41]([F:44])([F:42])[F:43])=[N:34]2)=[N:29][CH:30]=[CH:31][CH:32]=1. The catalyst class is: 11. (4) Reactant: [CH3:1][S:2](Cl)(=[O:4])=[O:3].[OH:6][CH2:7][C:8]1[CH:17]=[CH:16][C:11]([C:12]([O:14][CH3:15])=[O:13])=[CH:10][C:9]=1[CH3:18].CCN(CC)CC.O. Product: [CH3:18][C:9]1[CH:10]=[C:11]([CH:16]=[CH:17][C:8]=1[CH2:7][O:6][S:2]([CH3:1])(=[O:4])=[O:3])[C:12]([O:14][CH3:15])=[O:13]. The catalyst class is: 1. (5) Reactant: C([Cl:4])(=O)C.C(O[C:10](=O)[N:11]([C@H:13]([C:15](=[O:55])[NH:16][C@H:17]1[C@H:23]([CH3:24])[N:22]([C:25](=[O:35])[C:26]2[CH:31]=[CH:30][C:29]([C:32](=[O:34])[CH3:33])=[CH:28][CH:27]=2)[C:21]2[CH:36]=[CH:37][CH:38]=[CH:39][C:20]=2[N:19]([CH2:40][C:41]2[C:50]3[C:45](=[C:46]([Br:51])[CH:47]=[CH:48][CH:49]=3)[CH:44]=[CH:43][C:42]=2[O:52][CH3:53])[C:18]1=[O:54])[CH3:14])C)(C)(C)C. Product: [ClH:4].[C:32]([C:29]1[CH:28]=[CH:27][C:26]([C:25]([N:22]2[C@@H:23]([CH3:24])[C@H:17]([NH:16][C:15](=[O:55])[C@@H:13]([NH:11][CH3:10])[CH3:14])[C:18](=[O:54])[N:19]([CH2:40][C:41]3[C:50]4[C:45](=[C:46]([Br:51])[CH:47]=[CH:48][CH:49]=4)[CH:44]=[CH:43][C:42]=3[O:52][CH3:53])[C:20]3[CH:39]=[CH:38][CH:37]=[CH:36][C:21]2=3)=[O:35])=[CH:31][CH:30]=1)(=[O:34])[CH3:33]. The catalyst class is: 5. (6) Reactant: Cl.[CH:2]([C:5]1[S:6][CH:7]=[C:8]([C:10]([N:12]2[CH2:17][C:16]3([CH2:22][CH2:21][NH:20][CH2:19][CH2:18]3)[O:15][CH2:14][CH2:13]2)=[O:11])[N:9]=1)([CH3:4])[CH3:3].Br[CH2:24][CH2:25][C:26]1[CH:27]=[C:28]([CH2:32][CH2:33][OH:34])[CH:29]=[CH:30][CH:31]=1.C(=O)([O-])[O-].[K+].[K+]. Product: [OH:34][CH2:33][CH2:32][C:28]1[CH:27]=[C:26]([CH:31]=[CH:30][CH:29]=1)[CH2:25][CH2:24][N:20]1[CH2:19][CH2:18][C:16]2([O:15][CH2:14][CH2:13][N:12]([C:10]([C:8]3[N:9]=[C:5]([CH:2]([CH3:4])[CH3:3])[S:6][CH:7]=3)=[O:11])[CH2:17]2)[CH2:22][CH2:21]1. The catalyst class is: 47. (7) Reactant: [Br:1][C:2]1[CH:11]=[C:10]2[C:5]([CH:6]=[C:7]([OH:12])[N:8]=[CH:9]2)=[CH:4][CH:3]=1.Br[CH2:14][C:15]1[CH:20]=[C:19]([F:21])[C:18]([OH:22])=[C:17]([F:23])[CH:16]=1.C(=O)([O-])[O-].[Cs+].[Cs+]. Product: [Br:1][C:2]1[CH:3]=[CH:4][C:5]2[C:10]([CH:11]=1)=[CH:9][N:8]([CH2:14][C:15]1[CH:20]=[C:19]([F:21])[C:18]([OH:22])=[C:17]([F:23])[CH:16]=1)[C:7](=[O:12])[CH:6]=2. The catalyst class is: 9. (8) Reactant: [CH2:1]([O:8][C:9]1[CH:23]=[CH:22][C:12]([CH2:13][O:14][Si:15]([C:18]([CH3:21])([CH3:20])[CH3:19])([CH3:17])[CH3:16])=[CH:11][C:10]=1Br)[C:2]1[CH:7]=[CH:6][CH:5]=[CH:4][CH:3]=1.C([Li])(C)(C)C.[F:30][C:31]1[CH:36]=[CH:35][C:34]([S:37][S:37][C:34]2[CH:35]=[CH:36][C:31]([F:30])=[CH:32][CH:33]=2)=[CH:33][CH:32]=1.[Cl-].[NH4+]. Product: [CH2:1]([O:8][C:9]1[CH:23]=[CH:22][C:12]([CH2:13][O:14][Si:15]([C:18]([CH3:21])([CH3:20])[CH3:19])([CH3:17])[CH3:16])=[CH:11][C:10]=1[S:37][C:34]1[CH:35]=[CH:36][C:31]([F:30])=[CH:32][CH:33]=1)[C:2]1[CH:7]=[CH:6][CH:5]=[CH:4][CH:3]=1. The catalyst class is: 7. (9) Reactant: C([O:4][C:5](=[C:11]1[CH2:16][CH2:15][CH:14]([C:17]2[C:22]([Br:23])=[C:21]([N:24]([CH2:33][O:34][CH2:35][CH2:36][Si:37]([CH3:40])([CH3:39])[CH3:38])[CH2:25][O:26][CH2:27][CH2:28][Si:29]([CH3:32])([CH3:31])[CH3:30])[N:20]3[N:41]=[CH:42][C:43]([C:44]4[CH:45]=[N:46][C:47]([C:50]5[CH:55]=[CH:54][CH:53]=[CH:52][CH:51]=5)=[CH:48][CH:49]=4)=[C:19]3[N:18]=2)[CH2:13][CH2:12]1)[C:6]([O:8]CC)=[O:7])(=O)C.C1COCC1.[Li+].[OH-].Cl. Product: [CH3:30][Si:29]([CH3:32])([CH3:31])[CH2:28][CH2:27][O:26][CH2:25][N:24]([CH2:33][O:34][CH2:35][CH2:36][Si:37]([CH3:40])([CH3:39])[CH3:38])[C:21]1[N:20]2[N:41]=[CH:42][C:43]([C:44]3[CH:45]=[N:46][C:47]([C:50]4[CH:55]=[CH:54][CH:53]=[CH:52][CH:51]=4)=[CH:48][CH:49]=3)=[C:19]2[N:18]=[C:17]([CH:14]2[CH2:13][CH2:12][CH:11]([C:5](=[O:4])[C:6]([OH:8])=[O:7])[CH2:16][CH2:15]2)[C:22]=1[Br:23]. The catalyst class is: 6.